From a dataset of Full USPTO retrosynthesis dataset with 1.9M reactions from patents (1976-2016). Predict the reactants needed to synthesize the given product. Given the product [CH3:1][N:2]([CH3:21])[C:3](=[O:20])[C:4]1[CH:9]=[CH:8][C:7]([N:10]2[CH:19]=[C:18]3[C:12]([CH2:13][CH2:14][N:15]([CH2:22][CH:23]([CH3:26])[CH3:24])[CH2:16][CH2:17]3)=[N:11]2)=[CH:6][CH:5]=1, predict the reactants needed to synthesize it. The reactants are: [CH3:1][N:2]([CH3:21])[C:3](=[O:20])[C:4]1[CH:9]=[CH:8][C:7]([N:10]2[CH:19]=[C:18]3[C:12]([CH2:13][CH2:14][NH:15][CH2:16][CH2:17]3)=[N:11]2)=[CH:6][CH:5]=1.[CH3:22][CH:23]([CH3:26])[CH:24]=O.C(O[BH-](OC(=O)C)OC(=O)C)(=O)C.[Na+].